Regression/Classification. Given a drug SMILES string, predict its absorption, distribution, metabolism, or excretion properties. Task type varies by dataset: regression for continuous measurements (e.g., permeability, clearance, half-life) or binary classification for categorical outcomes (e.g., BBB penetration, CYP inhibition). Dataset: cyp1a2_veith. From a dataset of CYP1A2 inhibition data for predicting drug metabolism from PubChem BioAssay. The drug is Nc1nc(SCc2ccccc2Cl)cc(C(=O)O)n1. The result is 0 (non-inhibitor).